Dataset: Reaction yield outcomes from USPTO patents with 853,638 reactions. Task: Predict the reaction yield, written as a fraction of the theoretical maximum amount of product (1.0 means a 100% yield; for example, 0.34 means a 34% yield). (1) The reactants are C([Mg]Cl)(C)C.[Li+].[Cl-].Br[C:9]1[CH:10]=[CH:11][C:12]([CH3:15])=[N:13][CH:14]=1.[C:16]([O:20][CH2:21][CH3:22])(=[O:19])[CH:17]=[O:18].C1(C)C=CC=CC=1. The catalyst is C1COCC1. The product is [OH:18][CH:17]([C:9]1[CH:14]=[N:13][C:12]([CH3:15])=[CH:11][CH:10]=1)[C:16]([O:20][CH2:21][CH3:22])=[O:19]. The yield is 0.0400. (2) The reactants are Br[C:2]1[CH:19]=[C:18]2[C:5]([CH2:6][C:7]3([C:11]42[N:15]=[C:14]([NH2:16])[C:13]([CH3:17])=[N:12]4)[CH2:10][CH2:9][CH2:8]3)=[CH:4][CH:3]=1.[C:20]([C:23]1[CH:24]=[C:25](B(O)O)[CH:26]=[N:27][CH:28]=1)#[C:21][CH3:22]. No catalyst specified. The product is [CH3:17][C:13]1[C:14]([NH2:16])=[N:15][C:11]2([C:18]3[C:5](=[CH:4][CH:3]=[C:2]([C:25]4[CH:26]=[N:27][CH:28]=[C:23]([C:20]#[C:21][CH3:22])[CH:24]=4)[CH:19]=3)[CH2:6][C:7]32[CH2:10][CH2:9][CH2:8]3)[N:12]=1. The yield is 0.680. (3) The reactants are Br[C:2]1[CH:7]=[CH:6][CH:5]=[C:4]([Cl:8])[C:3]=1[C:9]1[CH:14]=[CH:13][CH:12]=[C:11]([CH2:15][CH3:16])[CH:10]=1.[CH3:17][O:18][CH2:19][CH2:20][CH2:21][CH2:22][NH2:23].C1C=CC(P(C2C(C3C(P(C4C=CC=CC=4)C4C=CC=CC=4)=CC=C4C=3C=CC=C4)=C3C(C=CC=C3)=CC=2)C2C=CC=CC=2)=CC=1.CC([O-])(C)C.[K+]. The catalyst is C1(C)C=CC=CC=1. The product is [Cl:8][C:4]1[C:3]([C:9]2[CH:14]=[CH:13][CH:12]=[C:11]([CH2:15][CH3:16])[CH:10]=2)=[C:2]([NH:23][CH2:22][CH2:21][CH2:20][CH2:19][O:18][CH3:17])[CH:7]=[CH:6][CH:5]=1. The yield is 0.320. (4) The reactants are Br[C:2]1[CH:7]=[CH:6][C:5]([C@@H:8]([NH:10][C:11]([C:13]2[C:14]([CH3:23])=[N:15][C:16]3[C:21]([CH:22]=2)=[CH:20][CH:19]=[CH:18][N:17]=3)=[O:12])[CH3:9])=[CH:4][CH:3]=1.CC(C1C=C(C(C)C)C(C2C=CC=CC=2P(C2CCCCC2)C2CCCCC2)=C(C(C)C)C=1)C.[O-]P([O-])([O-])=O.[K+].[K+].[K+].[NH:66]1[CH2:71][CH2:70][CH2:69][CH2:68][CH2:67]1. The catalyst is COCCOC.C1C=CC(/C=C/C(/C=C/C2C=CC=CC=2)=O)=CC=1.C1C=CC(/C=C/C(/C=C/C2C=CC=CC=2)=O)=CC=1.C1C=CC(/C=C/C(/C=C/C2C=CC=CC=2)=O)=CC=1.[Pd].[Pd]. The product is [CH3:23][C:14]1[C:13]([C:11]([NH:10][C@H:8]([C:5]2[CH:6]=[CH:7][C:2]([N:66]3[CH2:71][CH2:70][CH2:69][CH2:68][CH2:67]3)=[CH:3][CH:4]=2)[CH3:9])=[O:12])=[CH:22][C:21]2[C:16](=[N:17][CH:18]=[CH:19][CH:20]=2)[N:15]=1. The yield is 0.310. (5) The reactants are [F:1][C:2]([F:14])([F:13])[C:3]1[CH:9]=[CH:8][C:6]([NH2:7])=[C:5]([N+:10]([O-:12])=[O:11])[CH:4]=1.[C:15]([C:24]1[CH:29]=[C:28]([C:30]([CH2:33][C:34]([CH3:37])([CH3:36])[CH3:35])([CH3:32])[CH3:31])[CH:27]=[CH:26][C:25]=1[OH:38])([C:18]1[CH:23]=[CH:22][CH:21]=[CH:20][CH:19]=1)([CH3:17])[CH3:16].S(=O)(=O)(O)O.[N:44](OS(=O)(=O)O)=O. The catalyst is O. The product is [N+:10]([C:5]1[CH:4]=[C:3]([C:2]([F:13])([F:14])[F:1])[CH:9]=[CH:8][C:6]=1[N:7]=[N:44][C:26]1[CH:27]=[C:28]([C:30]([CH3:31])([CH3:32])[CH2:33][C:34]([CH3:37])([CH3:36])[CH3:35])[CH:29]=[C:24]([C:15]([CH3:17])([C:18]2[CH:19]=[CH:20][CH:21]=[CH:22][CH:23]=2)[CH3:16])[C:25]=1[OH:38])([O-:12])=[O:11]. The yield is 0.770. (6) The reactants are C([NH:4][C:5]1(C(OCC)=O)[CH2:14][C:13]2[C:8](=[CH:9][CH:10]=[CH:11][CH:12]=2)[NH:7][C:6]1=[O:15])(=O)C. The product is [NH2:4][CH:5]1[CH2:14][C:13]2[C:8](=[CH:9][CH:10]=[CH:11][CH:12]=2)[NH:7][C:6]1=[O:15]. The catalyst is Cl. The yield is 0.720. (7) The product is [Cl:1][C:2]1[CH:7]=[CH:6][CH:5]=[CH:4][C:3]=1[CH:8]([O:10][C:14]1[CH:21]=[CH:20][C:17]([C:18]#[N:19])=[C:16]([C:22]([F:23])([F:25])[F:24])[CH:15]=1)[CH3:9]. The reactants are [Cl:1][C:2]1[CH:7]=[CH:6][CH:5]=[CH:4][C:3]=1[CH:8]([OH:10])[CH3:9].[H-].[Na+].F[C:14]1[CH:21]=[CH:20][C:17]([C:18]#[N:19])=[C:16]([C:22]([F:25])([F:24])[F:23])[CH:15]=1. The yield is 0.598. The catalyst is O1CCCC1.